From a dataset of Full USPTO retrosynthesis dataset with 1.9M reactions from patents (1976-2016). Predict the reactants needed to synthesize the given product. (1) Given the product [CH3:13][O:12][C:9]1[C:8](=[O:14])[N:7]([CH3:15])[C:6]2[N:5]=[CH:4][N:3]=[C:2]([N:16]3[CH2:17][CH2:18][CH:19]([N:22]4[C:26]5[CH:27]=[CH:28][CH:29]=[CH:30][C:25]=5[NH:24][C:23]4=[O:31])[CH2:20][CH2:21]3)[C:11]=2[N:10]=1, predict the reactants needed to synthesize it. The reactants are: Cl[C:2]1[C:11]2[N:10]=[C:9]([O:12][CH3:13])[C:8](=[O:14])[N:7]([CH3:15])[C:6]=2[N:5]=[CH:4][N:3]=1.[NH:16]1[CH2:21][CH2:20][CH:19]([N:22]2[C:26]3[CH:27]=[CH:28][CH:29]=[CH:30][C:25]=3[NH:24][C:23]2=[O:31])[CH2:18][CH2:17]1.C(N(CC)CC)C. (2) The reactants are: [S:1]([C:10]1[CH:15]=[CH:14][C:13]([OH:16])=[CH:12][C:11]=1[OH:17])[C:2]1[CH:7]=[CH:6][C:5]([OH:8])=[CH:4][C:3]=1[OH:9].C(N(CC)CC)C.[C:25](Cl)(=O)[CH2:26][CH2:27][CH2:28][CH2:29][CH2:30][CH2:31][CH2:32][CH2:33][CH2:34][CH2:35][CH3:36].O1[CH2:43][CH2:42][CH2:41][CH2:40]1. Given the product [CH2:36]([O:9][C:3]1[CH:4]=[C:5]([OH:8])[CH:6]=[CH:7][C:2]=1[S:1][C:10]1[CH:15]=[CH:14][C:13]([OH:16])=[CH:12][C:11]=1[OH:17])[CH2:35][CH2:34][CH2:33][CH2:32][CH2:31][CH2:30][CH2:29][CH2:28][CH2:27][CH2:26][CH2:25][CH2:40][CH2:41][CH2:42][CH3:43], predict the reactants needed to synthesize it. (3) Given the product [C:4]1([C:1]([CH2:2][C:20]([O:21][CH2:22][CH3:23])=[O:24])=[O:3])[C:13]2[C:8](=[CH:9][CH:10]=[CH:11][CH:12]=2)[CH:7]=[CH:6][CH:5]=1, predict the reactants needed to synthesize it. The reactants are: [C:1]([C:4]1[C:13]2[C:8](=[CH:9][CH:10]=[CH:11][CH:12]=2)[CH:7]=[CH:6][CH:5]=1)(=[O:3])[CH3:2].C(O)C.[H-].[Na+].Cl.[C:20](=O)([O:24]CC)[O:21][CH2:22][CH3:23]. (4) Given the product [C:48]([NH:21][C:17]1[CH:16]=[C:15]([C:10]2[N:9]=[C:8]([NH:22][C:23]3[CH:24]=[C:25]4[C:29](=[CH:30][CH:31]=3)[N:28]([C:32]([O:34][C:35]([CH3:36])([CH3:38])[CH3:37])=[O:33])[N:27]=[CH:26]4)[C:7]3[C:12](=[CH:13][CH:14]=[C:5]([OH:4])[CH:6]=3)[N:11]=2)[CH:20]=[CH:19][CH:18]=1)(=[O:52])[CH2:49][CH2:50][CH3:51], predict the reactants needed to synthesize it. The reactants are: C([O:4][C:5]1[CH:6]=[C:7]2[C:12](=[CH:13][CH:14]=1)[N:11]=[C:10]([C:15]1[CH:20]=[CH:19][CH:18]=[C:17]([NH2:21])[CH:16]=1)[N:9]=[C:8]2[NH:22][C:23]1[CH:24]=[C:25]2[C:29](=[CH:30][CH:31]=1)[N:28]([C:32]([O:34][C:35]([CH3:38])([CH3:37])[CH3:36])=[O:33])[N:27]=[CH:26]2)(=O)C.CCN(C(C)C)C(C)C.[C:48](Cl)(=[O:52])[CH2:49][CH2:50][CH3:51].CCOCC. (5) Given the product [Cl:13][C:14]1[CH:19]=[CH:18][C:17]([NH:20][C:21](=[O:28])[CH2:22][O:23][CH2:24][C:25](=[O:26])[NH:9][C:8]2[CH:10]=[CH:11][CH:12]=[C:6]([C:4]3[CH:5]=[N:1][NH:2][CH:3]=3)[CH:7]=2)=[C:16]([CH:15]=1)[C:29]([OH:31])=[O:30], predict the reactants needed to synthesize it. The reactants are: [NH:1]1[CH:5]=[C:4]([C:6]2[CH:7]=[C:8]([CH:10]=[CH:11][CH:12]=2)[NH2:9])[CH:3]=[N:2]1.[Cl:13][C:14]1[CH:19]=[CH:18][C:17]([NH:20][C:21](=[O:28])[CH2:22][O:23][CH2:24][C:25](O)=[O:26])=[C:16]([C:29]([O:31]C)=[O:30])[CH:15]=1. (6) Given the product [ClH:19].[NH2:10][CH2:9][C:5]1[C:4]([CH3:18])=[CH:3][C:2]([NH2:1])=[N:7][C:6]=1[CH3:8], predict the reactants needed to synthesize it. The reactants are: [NH2:1][C:2]1[N:7]=[C:6]([CH3:8])[C:5]([CH2:9][NH:10]C(=O)OC(C)(C)C)=[C:4]([CH3:18])[CH:3]=1.[ClH:19]. (7) The reactants are: O[CH2:2][C:3]1[NH:12][C:11](=[O:13])[C:10]2[C:9]([C:14]([O:16][CH3:17])=[O:15])=[CH:8][CH:7]=[CH:6][C:5]=2[N:4]=1.CS(Cl)(=O)=O.Cl.[CH3:24][NH:25][CH3:26].CCN(CC)CC. Given the product [O:13]=[C:11]1[C:10]2[C:9]([C:14]([O:16][CH3:17])=[O:15])=[CH:8][CH:7]=[CH:6][C:5]=2[N:4]=[C:3]([CH2:2][N:25]([CH3:26])[CH3:24])[NH:12]1, predict the reactants needed to synthesize it. (8) Given the product [NH2:17][CH2:16][C@@H:15]([NH:14][C:12]([C:9]1[S:10][CH:11]=[C:7]([C:6]2[N:5]([CH2:39][CH3:40])[N:4]=[CH:3][C:2]=2[Br:1])[CH:8]=1)=[O:13])[CH2:28][C:29]1[CH:34]=[CH:33][CH:32]=[CH:31][C:30]=1[C:35]([F:38])([F:37])[F:36], predict the reactants needed to synthesize it. The reactants are: [Br:1][C:2]1[CH:3]=[N:4][N:5]([CH2:39][CH3:40])[C:6]=1[C:7]1[CH:8]=[C:9]([C:12]([NH:14][C@@H:15]([CH2:28][C:29]2[CH:34]=[CH:33][CH:32]=[CH:31][C:30]=2[C:35]([F:38])([F:37])[F:36])[CH2:16][N:17]2C(=O)C3C(=CC=CC=3)C2=O)=[O:13])[S:10][CH:11]=1.NN. (9) Given the product [CH3:1][C:2]1([CH3:9])[CH:7]2[CH:6]([O:10]2)[C:5](=[O:8])[CH2:4][CH2:3]1, predict the reactants needed to synthesize it. The reactants are: [CH3:1][C:2]1([CH3:9])[CH2:7][CH2:6][C:5](=[O:8])[CH:4]=[CH:3]1.[OH:10]O.[OH-].[Na+].O. (10) Given the product [Br:22][C:21]1[C:2]([NH:1][S:35]([C:29]2[CH:34]=[CH:33][CH:32]=[CH:31][CH:30]=2)(=[O:37])=[O:36])=[CH:3][C:4]2[O:8][C:7]([C:9]3[CH:10]=[CH:11][C:12]([F:15])=[CH:13][CH:14]=3)=[C:6]([C:16]([O:18][CH3:19])=[O:17])[C:5]=2[CH:20]=1, predict the reactants needed to synthesize it. The reactants are: [NH2:1][C:2]1[C:21]([Br:22])=[CH:20][C:5]2[C:6]([C:16]([O:18][CH3:19])=[O:17])=[C:7]([C:9]3[CH:14]=[CH:13][C:12]([F:15])=[CH:11][CH:10]=3)[O:8][C:4]=2[CH:3]=1.N1C=CC=CC=1.[C:29]1([S:35](Cl)(=[O:37])=[O:36])[CH:34]=[CH:33][CH:32]=[CH:31][CH:30]=1.